From a dataset of Full USPTO retrosynthesis dataset with 1.9M reactions from patents (1976-2016). Predict the reactants needed to synthesize the given product. (1) Given the product [Br:1][C:2]1[CH:14]=[CH:13][C:12]([C:15]([NH2:22])=[O:17])=[C:11]2[C:3]=1[C:4]1[CH2:5][CH2:6][CH2:7][CH2:8][C:9]=1[NH:10]2, predict the reactants needed to synthesize it. The reactants are: [Br:1][C:2]1[CH:14]=[CH:13][C:12]([C:15]([OH:17])=O)=[C:11]2[C:3]=1[C:4]1[CH2:5][CH2:6][CH2:7][CH2:8][C:9]=1[NH:10]2.C1C=[N:22]C2N(O)N=NC=2C=1.C(Cl)CCl.N. (2) Given the product [Cl:1][C:2]1[CH:7]=[CH:6][C:5]([C:8]([N:16]2[C:24]3[C:19](=[C:20]([NH:25][S:26]([CH3:29])(=[O:27])=[O:28])[CH:21]=[CH:22][CH:23]=3)[CH:18]=[CH:17]2)([C:9]2[O:13][CH2:33][CH2:34][C:10]=2[C:11]#[N:12])[CH2:14][CH3:15])=[CH:4][CH:3]=1, predict the reactants needed to synthesize it. The reactants are: [Cl:1][C:2]1[CH:7]=[CH:6][C:5]([C:8]([N:16]2[C:24]3[C:19](=[C:20]([NH:25][S:26]([CH3:29])(=[O:28])=[O:27])[CH:21]=[CH:22][CH:23]=3)[CH:18]=[CH:17]2)([CH2:14][CH3:15])[C:9](=[O:13])[CH2:10][C:11]#[N:12])=[CH:4][CH:3]=1.[H-].[Na+].Br[CH2:33][CH2:34]Br. (3) Given the product [C:1]([O:5][C:6](=[O:11])[NH:7][CH2:8][CH2:9][NH:10][C:13]1[CH:20]=[CH:19][C:16]([C:17]#[N:18])=[CH:15][CH:14]=1)([CH3:4])([CH3:2])[CH3:3], predict the reactants needed to synthesize it. The reactants are: [C:1]([O:5][C:6](=[O:11])[NH:7][CH2:8][CH2:9][NH2:10])([CH3:4])([CH3:3])[CH3:2].F[C:13]1[CH:20]=[CH:19][C:16]([C:17]#[N:18])=[CH:15][CH:14]=1. (4) Given the product [N+:11]([C:14]1[CH:15]=[N:16][N:17]([CH2:3][CH2:4][N:5]2[CH2:10][CH2:9][CH2:8][CH2:7][CH2:6]2)[CH:18]=1)([O-:13])=[O:12], predict the reactants needed to synthesize it. The reactants are: Cl.Cl[CH2:3][CH2:4][N:5]1[CH2:10][CH2:9][CH2:8][CH2:7][CH2:6]1.[N+:11]([C:14]1[CH:15]=[N:16][NH:17][CH:18]=1)([O-:13])=[O:12]. (5) Given the product [F:25][C:26]([F:36])([F:37])[C:27]1[CH:28]=[CH:29][C:30]([C@H:33]([NH:35][CH2:21][C:20]2[CH:23]=[CH:24][C:17]([C:15]3[O:14][N:13]=[C:12]([CH2:1][CH2:2][CH2:3][CH2:4][CH2:5][CH2:6][CH2:7][CH2:8][CH2:9][CH2:10][CH3:11])[N:16]=3)=[CH:18][CH:19]=2)[CH3:34])=[CH:31][CH:32]=1, predict the reactants needed to synthesize it. The reactants are: [CH2:1]([C:12]1[N:16]=[C:15]([C:17]2[CH:24]=[CH:23][C:20]([CH:21]=O)=[CH:19][CH:18]=2)[O:14][N:13]=1)[CH2:2][CH2:3][CH2:4][CH2:5][CH2:6][CH2:7][CH2:8][CH2:9][CH2:10][CH3:11].[F:25][C:26]([F:37])([F:36])[C:27]1[CH:32]=[CH:31][C:30]([C@H:33]([NH2:35])[CH3:34])=[CH:29][CH:28]=1. (6) Given the product [NH2:1][C:2]1[S:3][CH:4]=[C:5]([C:7]([NH:14][CH2:12][CH3:13])=[O:9])[N:6]=1, predict the reactants needed to synthesize it. The reactants are: [NH2:1][C:2]1[S:3][CH:4]=[C:5]([C:7]([O:9]CC)=O)[N:6]=1.[CH2:12]([NH2:14])[CH3:13].C(O)C.